From a dataset of Peptide-MHC class II binding affinity with 134,281 pairs from IEDB. Regression. Given a peptide amino acid sequence and an MHC pseudo amino acid sequence, predict their binding affinity value. This is MHC class II binding data. (1) The peptide sequence is FTVFEAAFNNAIKAG. The MHC is HLA-DPA10103-DPB10401 with pseudo-sequence HLA-DPA10103-DPB10401. The binding affinity (normalized) is 0.276. (2) The peptide sequence is AFILMGDNLFPKV. The MHC is DRB3_0101 with pseudo-sequence DRB3_0101. The binding affinity (normalized) is 0.769. (3) The peptide sequence is SWTMKILIGVIITWI. The MHC is DRB1_1501 with pseudo-sequence DRB1_1501. The binding affinity (normalized) is 0.421. (4) The peptide sequence is PEVKYTVFETALKKAITAMS. The MHC is HLA-DPA10201-DPB10501 with pseudo-sequence HLA-DPA10201-DPB10501. The binding affinity (normalized) is 0.705. (5) The peptide sequence is KKMTTTFTNYMVDMFLA. The MHC is DRB3_0101 with pseudo-sequence DRB3_0101. The binding affinity (normalized) is 0.588. (6) The peptide sequence is ESLSLISHVVKWKRD. The MHC is DRB1_0101 with pseudo-sequence DRB1_0101. The binding affinity (normalized) is 0.462. (7) The peptide sequence is TFHVEKGSNPNYLAL. The MHC is DRB1_0101 with pseudo-sequence DRB1_0101. The binding affinity (normalized) is 0.455.